From a dataset of CYP2D6 inhibition data for predicting drug metabolism from PubChem BioAssay. Regression/Classification. Given a drug SMILES string, predict its absorption, distribution, metabolism, or excretion properties. Task type varies by dataset: regression for continuous measurements (e.g., permeability, clearance, half-life) or binary classification for categorical outcomes (e.g., BBB penetration, CYP inhibition). Dataset: cyp2d6_veith. (1) The molecule is COCCn1c(=O)c(C)nc2cnc(Oc3ccccc3)nc21. The result is 0 (non-inhibitor). (2) The molecule is O=C(c1cc(C(F)(F)F)cc(C(F)(F)F)c1)N1CCC2(CCCN(c3ccccc3)C2)CC1. The result is 0 (non-inhibitor). (3) The drug is O=C(O)c1oc(C(=O)O)c(C(=O)O)c1C(=O)O. The result is 0 (non-inhibitor).